This data is from Catalyst prediction with 721,799 reactions and 888 catalyst types from USPTO. The task is: Predict which catalyst facilitates the given reaction. (1) Reactant: [O:1]=[CH:2][CH2:3][C:4]([O:6][CH3:7])=[O:5].S(=O)(=O)(O)O.OS(C(F)(F)F)(=O)=O. Product: [CH3:7][O:6][C:4]([C:3]1[CH:4]=[CH:3][C:2](=[O:1])[O:1][CH:2]=1)=[O:5]. The catalyst class is: 68. (2) Reactant: [F:1][C:2]1[CH:7]=[CH:6][C:5]([C:8]2[O:9][C:10]3[CH:20]=[C:19]([CH2:21][CH2:22][C:23]([O:25][CH3:26])=[O:24])[C:18]([O:27]C(C)C)=[CH:17][C:11]=3[C:12]=2[C:13](=[O:16])[NH:14][CH3:15])=[CH:4][CH:3]=1.B(Cl)(Cl)Cl. Product: [F:1][C:2]1[CH:3]=[CH:4][C:5]([C:8]2[O:9][C:10]3[CH:20]=[C:19]([CH2:21][CH2:22][C:23]([O:25][CH3:26])=[O:24])[C:18]([OH:27])=[CH:17][C:11]=3[C:12]=2[C:13](=[O:16])[NH:14][CH3:15])=[CH:6][CH:7]=1. The catalyst class is: 2.